Predict the reaction yield, written as a fraction of the theoretical maximum amount of product (1.0 means a 100% yield; for example, 0.34 means a 34% yield). From a dataset of Reaction yield outcomes from USPTO patents with 853,638 reactions. (1) The reactants are [CH3:1][O:2][C:3]1[CH:4]=[C:5]2[C:9](=[CH:10][CH:11]=1)[NH:8][C:7]([C:12]([OH:14])=O)=[CH:6]2.CCN=C=NCCCN(C)C.C1C=CC2N(O)N=NC=2C=1.[CH3:36][N:37]1[CH2:42][CH2:41][NH:40][CH2:39][CH2:38]1. The catalyst is C(Cl)Cl.O. The product is [CH3:1][O:2][C:3]1[CH:4]=[C:5]2[C:9](=[CH:10][CH:11]=1)[NH:8][C:7]([C:12]([N:40]1[CH2:41][CH2:42][N:37]([CH3:36])[CH2:38][CH2:39]1)=[O:14])=[CH:6]2. The yield is 0.700. (2) The reactants are Cl.[CH3:2][O:3][C:4]1[CH:9]=[CH:8][C:7]([S:10]([NH:13][CH:14]([C:26]2[CH:31]=[CH:30][CH:29]=[CH:28][CH:27]=2)[C:15]([O:17][C@@H:18]2[CH:23]3[CH2:24][CH2:25][N:20]([CH2:21][CH2:22]3)[CH2:19]2)=[O:16])(=[O:12])=[O:11])=[CH:6][CH:5]=1.[Br:32][CH2:33][C:34]([C:36]1[CH:41]=[CH:40][CH:39]=[CH:38][CH:37]=1)=[O:35]. The catalyst is C(Cl)Cl. The product is [Br-:32].[CH3:2][O:3][C:4]1[CH:5]=[CH:6][C:7]([S:10]([NH:13][CH:14]([C:26]2[CH:31]=[CH:30][CH:29]=[CH:28][CH:27]=2)[C:15]([O:17][C@@H:18]2[CH:23]3[CH2:22][CH2:21][N+:20]([CH2:33][C:34](=[O:35])[C:36]4[CH:41]=[CH:40][CH:39]=[CH:38][CH:37]=4)([CH2:25][CH2:24]3)[CH2:19]2)=[O:16])(=[O:12])=[O:11])=[CH:8][CH:9]=1. The yield is 0.530.